From a dataset of Full USPTO retrosynthesis dataset with 1.9M reactions from patents (1976-2016). Predict the reactants needed to synthesize the given product. (1) The reactants are: [C:1]([O:5][C:6]([NH:8][C:9]1[C:10]([CH3:21])=[N:11][C:12]([O:16][CH2:17][C:18]([OH:20])=O)=[N:13][C:14]=1[CH3:15])=[O:7])([CH3:4])([CH3:3])[CH3:2].[CH2:22]([N:29]1[CH2:34][CH2:33][CH:32]([NH:35][CH:36]2[CH2:38][CH2:37]2)[CH2:31][CH2:30]1)[C:23]1[CH:28]=[CH:27][CH:26]=[CH:25][CH:24]=1. Given the product [CH2:22]([N:29]1[CH2:30][CH2:31][CH:32]([N:35]([CH:36]2[CH2:37][CH2:38]2)[C:18](=[O:20])[CH2:17][O:16][C:12]2[N:13]=[C:14]([CH3:15])[C:9]([NH:8][C:6](=[O:7])[O:5][C:1]([CH3:2])([CH3:3])[CH3:4])=[C:10]([CH3:21])[N:11]=2)[CH2:33][CH2:34]1)[C:23]1[CH:24]=[CH:25][CH:26]=[CH:27][CH:28]=1, predict the reactants needed to synthesize it. (2) Given the product [CH2:18]([O:17][C:15](=[O:16])[C:14]([OH:20])=[CH:10][C:9](=[O:11])[C:6]1[CH:7]=[N:8][C:3]([C:2]([F:12])([F:1])[F:13])=[CH:4][CH:5]=1)[CH3:19], predict the reactants needed to synthesize it. The reactants are: [F:1][C:2]([F:13])([F:12])[C:3]1[N:8]=[CH:7][C:6]([C:9](=[O:11])[CH3:10])=[CH:5][CH:4]=1.[C:14](OCC)(=[O:20])[C:15]([O:17][CH2:18][CH3:19])=[O:16]. (3) Given the product [Cl:1][C:2]1[CH:7]=[C:6]2[NH:8][C:9](=[O:33])[C:10]3([CH:15]([C:16]4[CH:21]=[CH:20][CH:19]=[C:18]([Cl:22])[CH:17]=4)[CH2:14][CH2:13][N:12]([C:40]([N:34]4[CH2:39][CH2:38][O:37][CH2:36][CH2:35]4)=[O:41])[CH:11]3[C:23]3[C:32]4[C:27](=[CH:28][CH:29]=[CH:30][CH:31]=4)[CH:26]=[CH:25][CH:24]=3)[C:5]2=[CH:4][CH:3]=1, predict the reactants needed to synthesize it. The reactants are: [Cl:1][C:2]1[CH:7]=[C:6]2[NH:8][C:9](=[O:33])[C:10]3([CH:15]([C:16]4[CH:21]=[CH:20][CH:19]=[C:18]([Cl:22])[CH:17]=4)[CH2:14][CH2:13][NH:12][CH:11]3[C:23]3[C:32]4[C:27](=[CH:28][CH:29]=[CH:30][CH:31]=4)[CH:26]=[CH:25][CH:24]=3)[C:5]2=[CH:4][CH:3]=1.[N:34]1([C:40](Cl)=[O:41])[CH2:39][CH2:38][O:37][CH2:36][CH2:35]1.C(N(CC)CC)C. (4) The reactants are: Br[C:2]1[C:3](=[O:21])[N:4]([C:9]2[CH:10]=[C:11]([CH:16]=[C:17]([F:20])[C:18]=2[CH3:19])[C:12]([O:14]C)=O)[CH:5]=[C:6]([Br:8])[N:7]=1.FC(F)(F)C(O)=O.[NH2:29][C:30]1([C:33]2[CH:53]=[CH:52][CH:51]=[CH:50][C:34]=2[O:35][CH2:36][CH2:37][N:38]([CH3:49])[C:39](=[O:48])[O:40][CH2:41][C:42]2[CH:47]=[CH:46][CH:45]=[CH:44][CH:43]=2)[CH2:32][CH2:31]1.C([N:57](CC)[CH:58]([CH3:60])[CH3:59])(C)C.C(OC(CNCCOC1C=CC=CC=1C1(NC2C(=O)N(C3C=C(C=C(F)C=3C)C(OC)=O)C=C(Br)N=2)CC1)=O)C1C=CC=CC=1.C1(N)CC1.C[O-].[Na+]. Given the product [Br:8][C:6]1[N:7]=[C:2]([NH:29][C:30]2([C:33]3[CH:53]=[CH:52][CH:51]=[CH:50][C:34]=3[O:35][CH2:36][CH2:37][N:38]([CH3:49])[C:39](=[O:48])[O:40][CH2:41][C:42]3[CH:47]=[CH:46][CH:45]=[CH:44][CH:43]=3)[CH2:32][CH2:31]2)[C:3](=[O:21])[N:4]([C:9]2[CH:10]=[C:11]([C:12](=[O:14])[NH:57][CH:58]3[CH2:60][CH2:59]3)[CH:16]=[C:17]([F:20])[C:18]=2[CH3:19])[CH:5]=1, predict the reactants needed to synthesize it. (5) Given the product [F:1][C:2]1[CH:3]=[CH:4][C:5]([C:8]2[N:12]3[CH2:13][C@H:14]([CH3:27])[NH:15][C:16](=[O:17])[C:11]3=[N:10][N:9]=2)=[N:6][CH:7]=1, predict the reactants needed to synthesize it. The reactants are: [F:1][C:2]1[CH:3]=[CH:4][C:5]([C:8]2[N:12]3[CH2:13][C@H:14]([CH3:27])[N:15](CC4C=CC(OC)=CC=4)[C:16](=[O:17])[C:11]3=[N:10][N:9]=2)=[N:6][CH:7]=1. (6) Given the product [O:16]([C:13]1[CH:14]=[CH:15][C:10]([C:9]([NH:8][CH2:7][C:6]([OH:5])=[O:23])=[O:2])=[CH:11][CH:12]=1)[C:17]1[CH:22]=[CH:21][CH:20]=[CH:19][CH:18]=1, predict the reactants needed to synthesize it. The reactants are: [Li+].[OH-:2].C([O:5][C:6](=[O:23])[CH2:7][NH:8][CH2:9][C:10]1[CH:15]=[CH:14][C:13]([O:16][C:17]2[CH:22]=[CH:21][CH:20]=[CH:19][CH:18]=2)=[CH:12][CH:11]=1)C. (7) Given the product [Cl:24][C:10]1[C:9]2[C:5]([CH2:4][C:3]([OH:25])=[O:2])=[CH:6][S:7][C:8]=2[CH:13]=[C:12]([O:14][CH2:15][C:16]2[C:17]([CH3:23])=[N:18][C:19]([CH3:22])=[CH:20][CH:21]=2)[CH:11]=1, predict the reactants needed to synthesize it. The reactants are: C[O:2][C:3](=[O:25])[CH2:4][C:5]1[C:9]2[C:10]([Cl:24])=[CH:11][C:12]([O:14][CH2:15][C:16]3[C:17]([CH3:23])=[N:18][C:19]([CH3:22])=[CH:20][CH:21]=3)=[CH:13][C:8]=2[S:7][CH:6]=1.[OH-].[Na+].Cl. (8) The reactants are: [Cl:1][C:2]1[CH:7]=[CH:6][C:5]([OH:8])=[CH:4][C:3]=1[C:9]1[C:18]2[C:13](=[C:14]([C:19]([F:22])([F:21])[F:20])[CH:15]=[CH:16][CH:17]=2)[N:12]=[CH:11][N:10]=1.Br[CH2:24][C:25]1[CH:30]=[CH:29][CH:28]=[C:27]([S:31]([CH3:34])(=[O:33])=[O:32])[CH:26]=1. Given the product [Cl:1][C:2]1[CH:7]=[CH:6][C:5]([O:8][CH2:24][C:25]2[CH:30]=[CH:29][CH:28]=[C:27]([S:31]([CH3:34])(=[O:33])=[O:32])[CH:26]=2)=[CH:4][C:3]=1[C:9]1[C:18]2[C:13](=[C:14]([C:19]([F:20])([F:22])[F:21])[CH:15]=[CH:16][CH:17]=2)[N:12]=[CH:11][N:10]=1, predict the reactants needed to synthesize it. (9) Given the product [CH3:33][C:30]([C:27]1[CH:26]=[CH:25][C:24]([CH2:23][N:9]2[C:10](=[O:22])[C:11]([C:15]([NH:17][CH2:18][C:19]([OH:21])=[O:20])=[O:16])=[C:12]([OH:14])[N:13]=[C:8]2[C:3]2[CH:4]=[CH:5][CH:6]=[CH:7][C:2]=2[C:39]2[CH:40]=[CH:41][C:36]([C:35]([F:46])([F:45])[F:34])=[CH:37][CH:38]=2)=[CH:29][CH:28]=1)([CH3:31])[CH3:32], predict the reactants needed to synthesize it. The reactants are: Br[C:2]1[CH:7]=[CH:6][CH:5]=[CH:4][C:3]=1[C:8]1[N:9]([CH2:23][C:24]2[CH:29]=[CH:28][C:27]([C:30]([CH3:33])([CH3:32])[CH3:31])=[CH:26][CH:25]=2)[C:10](=[O:22])[C:11]([C:15]([NH:17][CH2:18][C:19]([OH:21])=[O:20])=[O:16])=[C:12]([OH:14])[N:13]=1.[F:34][C:35]([F:46])([F:45])[C:36]1[CH:41]=[CH:40][C:39](B(O)O)=[CH:38][CH:37]=1.C(=O)([O-])[O-].[Na+].[Na+].Cl. (10) Given the product [CH3:2][O:3][N:4]=[C:12]([C:10]1[CH:9]=[CH:8][C:7]([OH:18])=[C:6]([NH2:5])[CH:11]=1)[CH3:17], predict the reactants needed to synthesize it. The reactants are: Cl.[CH3:2][O:3][NH2:4].[NH2:5][C:6]1[CH:11]=[C:10]([C:12]2([CH3:17])OCCO2)[CH:9]=[CH:8][C:7]=1[OH:18].C(=O)([O-])[O-].[K+].[K+].